This data is from Forward reaction prediction with 1.9M reactions from USPTO patents (1976-2016). The task is: Predict the product of the given reaction. (1) Given the reactants [Cl:1][C:2]1[CH:3]=[C:4]([CH:6]=[CH:7][C:8]=1[Cl:9])[NH2:5].[CH:10](OCC)(OCC)OCC.[N+:20]([CH2:23]C(OCC)=O)([O-])=O.[C:29]([OH:32])(=[O:31])[CH3:30], predict the reaction product. The product is: [Cl:1][C:2]1[CH:3]=[C:4]([N:5]2[CH:10]=[C:30]([C:29]([OH:32])=[O:31])[N:20]=[CH:23]2)[CH:6]=[CH:7][C:8]=1[Cl:9]. (2) Given the reactants [CH:1]1[C:6]2=[C:7]3[C:16](=[CH:17][CH:18]=[C:5]2[CH:4]=[N:3][CH:2]=1)[N:15]=[C:14]1[C:9]([C:10]([C:19]([OH:21])=O)=[CH:11][CH:12]=[CH:13]1)=[N:8]3.[CH:22]1[N:26]=[CH:25][N:24]([C:27](N2C=NC=C2)=O)[CH:23]=1.CN(C)CCN, predict the reaction product. The product is: [CH3:25][N:24]([CH3:27])[CH2:23][CH2:22][NH:26][C:19]([C:10]1[C:9]2[C:14](=[N:15][C:16]3[C:7]([N:8]=2)=[C:6]2[CH:1]=[CH:2][N:3]=[CH:4][C:5]2=[CH:18][CH:17]=3)[CH:13]=[CH:12][CH:11]=1)=[O:21]. (3) Given the reactants [C:1]([C:4]1[CH:5]=[C:6]([S:11](Cl)(=[O:13])=[O:12])[CH:7]=[CH:8][C:9]=1[Cl:10])(=[O:3])[CH3:2].[Br:15][C:16]1[C:21]([NH2:22])=[CH:20][C:19]([Cl:23])=[CH:18][N:17]=1, predict the reaction product. The product is: [C:1]([C:4]1[CH:5]=[C:6]([S:11]([NH:22][C:21]2[C:16]([Br:15])=[N:17][CH:18]=[C:19]([Cl:23])[CH:20]=2)(=[O:13])=[O:12])[CH:7]=[CH:8][C:9]=1[Cl:10])(=[O:3])[CH3:2]. (4) Given the reactants [C:1]([CH2:8][N:9]1[CH2:22][CH2:21][CH2:20][N:19]2[CH2:23][CH:24]([CH2:26][C:27]3[CH:32]=[CH:31][C:30]([N+:33]([O-])=O)=[CH:29][CH:28]=3)[CH2:25][N:12]([CH2:13][CH2:14][CH2:15][N:16]([CH2:36][C:37]([O:39]C(C)(C)C)=[O:38])[CH2:17][CH2:18]2)[CH2:11][CH2:10]1)([O:3]C(C)(C)C)=[O:2].C(O)(C(F)(F)F)=O, predict the reaction product. The product is: [C:1]([CH2:8][N:9]1[CH2:22][CH2:21][CH2:20][N:19]2[CH2:23][CH:24]([CH2:26][C:27]3[CH:28]=[CH:29][C:30]([NH2:33])=[CH:31][CH:32]=3)[CH2:25][N:12]([CH2:13][CH2:14][CH2:15][N:16]([CH2:36][C:37]([OH:39])=[O:38])[CH2:17][CH2:18]2)[CH2:11][CH2:10]1)([OH:3])=[O:2]. (5) The product is: [OH:3][N:2]=[C:11]([C:13]1[CH:18]=[CH:17][C:16]([CH:19]([CH3:28])[CH2:20][C:21]([O:23][C:24]([CH3:26])([CH3:25])[CH3:27])=[O:22])=[CH:15][C:14]=1[CH3:29])[NH2:12]. Given the reactants Cl.[NH2:2][OH:3].C(N(CC)CC)C.[C:11]([C:13]1[CH:18]=[CH:17][C:16]([CH:19]([CH3:28])[CH2:20][C:21]([O:23][C:24]([CH3:27])([CH3:26])[CH3:25])=[O:22])=[CH:15][C:14]=1[CH3:29])#[N:12], predict the reaction product. (6) Given the reactants [CH2:1]([O:8][C:9]1[CH:10]=[C:11]2[C:16](=[CH:17][CH:18]=1)[N:15]=[C:14]([CH2:19][CH:20]([CH3:22])[CH3:21])[C:13]([CH2:23][N:24]1C(=O)C3C(=CC=CC=3)C1=O)=[C:12]2[CH2:35][CH2:36][CH2:37][CH3:38])[C:2]1[CH:7]=[CH:6][CH:5]=[CH:4][CH:3]=1.O.NN.O.[C:51](O[C:51]([O:53][C:54]([CH3:57])([CH3:56])[CH3:55])=[O:52])([O:53][C:54]([CH3:57])([CH3:56])[CH3:55])=[O:52], predict the reaction product. The product is: [CH2:1]([O:8][C:9]1[CH:10]=[C:11]2[C:16](=[CH:17][CH:18]=1)[N:15]=[C:14]([CH2:19][CH:20]([CH3:21])[CH3:22])[C:13]([CH2:23][NH:24][C:51](=[O:52])[O:53][C:54]([CH3:55])([CH3:56])[CH3:57])=[C:12]2[CH2:35][CH2:36][CH2:37][CH3:38])[C:2]1[CH:3]=[CH:4][CH:5]=[CH:6][CH:7]=1. (7) Given the reactants C([O:5][N:6]=[C:7]1[C:16]2[C:11](=[CH:12][CH:13]=[CH:14][CH:15]=2)[O:10][C:9]([C:17]2[N:18]=[CH:19][C:20]3[C:25]([CH:26]=2)=[CH:24][CH:23]=[CH:22][CH:21]=3)=[CH:8]1)(C)(C)C.[OH-].[Na+], predict the reaction product. The product is: [CH:19]1[C:20]2[C:25](=[CH:24][CH:23]=[CH:22][CH:21]=2)[CH:26]=[C:17]([C:9]2[O:10][C:11]3[C:16]([C:7](=[N:6][OH:5])[CH:8]=2)=[CH:15][CH:14]=[CH:13][CH:12]=3)[N:18]=1. (8) Given the reactants [CH3:1][C:2]1[CH:3]=[C:4]([OH:9])[C:5](=[CH:7][CH:8]=1)[OH:6].[OH-].[Na+].[CH2:12](Cl)Cl, predict the reaction product. The product is: [CH2:12]1[O:6][C:5]2[CH:7]=[CH:8][C:2]([CH3:1])=[CH:3][C:4]=2[O:9]1. (9) Given the reactants Br.[Br:2][CH2:3][CH2:4][CH2:5][CH2:6][CH2:7][CH2:8][CH2:9][CH2:10][CH2:11][CH2:12][CH2:13][CH2:14][CH2:15][CH2:16][CH2:17][CH2:18]Br.[OH2:20], predict the reaction product. The product is: [Br:2][CH2:3][CH2:4][CH2:5][CH2:6][CH2:7][CH2:8][CH2:9][CH2:10][CH2:11][CH2:12][CH2:13][CH2:14][CH2:15][CH2:16][CH2:17][CH2:18][OH:20].